This data is from Forward reaction prediction with 1.9M reactions from USPTO patents (1976-2016). The task is: Predict the product of the given reaction. The product is: [C:13]([O:18][CH:19]([O:21][C:22]([NH:12][CH2:11][C:4]1([CH2:7][C:8]([OH:10])=[O:9])[CH2:3][CH2:2][CH2:1][CH2:6][CH2:5]1)=[O:23])[CH3:20])(=[O:17])[CH:14]([CH3:16])[CH3:15]. Given the reactants [CH2:1]1[CH2:6][CH2:5][C:4]([CH2:11][NH2:12])([CH2:7][C:8]([OH:10])=[O:9])[CH2:3][CH2:2]1.[C:13]([O:18][CH:19]([O:21][C:22](OC1CC(=O)NC1=O)=[O:23])[CH3:20])(=[O:17])[CH:14]([CH3:16])[CH3:15], predict the reaction product.